From a dataset of Catalyst prediction with 721,799 reactions and 888 catalyst types from USPTO. Predict which catalyst facilitates the given reaction. (1) Reactant: Cl.C(OC([N:9]1[CH2:13][CH2:12][C:11]([CH2:25][C:26]2[CH:31]=[CH:30][CH:29]=[CH:28][CH:27]=2)([C:14]([C:16]2[CH:17]=[C:18]3[C:22](=[CH:23][CH:24]=2)[NH:21][CH:20]=[CH:19]3)=[O:15])[CH2:10]1)=O)(C)(C)C. Product: [CH2:25]([C:11]1([C:14]([C:16]2[CH:17]=[C:18]3[C:22](=[CH:23][CH:24]=2)[NH:21][CH:20]=[CH:19]3)=[O:15])[CH2:12][CH2:13][NH:9][CH2:10]1)[C:26]1[CH:31]=[CH:30][CH:29]=[CH:28][CH:27]=1. The catalyst class is: 5. (2) Product: [N+:59](=[CH:61][C:16](=[O:18])[C@H:12]([NH:11][C:9](=[O:10])[O:8][CH2:1][C:2]1[CH:3]=[CH:4][CH:5]=[CH:6][CH:7]=1)[CH:13]([CH3:14])[CH3:15])=[N-:60]. The catalyst class is: 469. Reactant: [CH2:1]([O:8][C:9]([NH:11][C@@H:12]([C:16]([OH:18])=O)[CH:13]([CH3:15])[CH3:14])=[O:10])[C:2]1[CH:7]=[CH:6][CH:5]=[CH:4][CH:3]=1.C(N(CC)CC)C.ClC(OCC(C)C)=O.C(OC(N[C@@H](C(OC(OCC(C)C)=O)=O)C(C)C)=O)C1C=CC=CC=1.[N+:59](=[CH2:61])=[N-:60]. (3) Reactant: [NH2:1][C:2]1[C:10]([O:11]C)=[C:9]2[C:5]([CH2:6][CH2:7][CH:8]2[CH2:13][CH2:14][NH:15][C:16](=[O:18])[CH3:17])=[CH:4][CH:3]=1.B(Br)(Br)Br.O.[Cl:24]CCl. Product: [ClH:24].[NH2:1][C:2]1[C:10]([OH:11])=[C:9]2[C:5]([CH2:6][CH2:7][CH:8]2[CH2:13][CH2:14][NH:15][C:16](=[O:18])[CH3:17])=[CH:4][CH:3]=1. The catalyst class is: 13. (4) Reactant: N([O-])=O.[Na+].N[C@H:6]([CH2:10][CH:11]1[CH2:16][CH2:15][CH2:14][CH2:13][CH2:12]1)[C:7]([OH:9])=[O:8].[Br-:17].[K+].S(=O)(=O)(O)O. Product: [Br:17][C@H:6]([CH2:10][CH:11]1[CH2:16][CH2:15][CH2:14][CH2:13][CH2:12]1)[C:7]([OH:9])=[O:8]. The catalyst class is: 6. (5) Reactant: [Br:1][C:2]1[CH:7]=[CH:6][C:5]([CH2:8][C:9](OC)=[O:10])=[C:4]([N+:13]([O-])=O)[CH:3]=1. Product: [Br:1][C:2]1[CH:3]=[C:4]2[C:5]([CH2:8][C:9](=[O:10])[NH:13]2)=[CH:6][CH:7]=1. The catalyst class is: 180. (6) Reactant: [NH2:1][C:2]1[CH:7]=[CH:6][C:5]([C:8]2[CH:9]=[C:10]3[C:16]([CH2:17][C:18]4[CH:23]=[CH:22][C:21]([N:24]([CH3:26])[CH3:25])=[CH:20][CH:19]=4)=[N:15][N:14](COC(=O)C(C)(C)C)[C:11]3=[N:12][CH:13]=2)=[CH:4][C:3]=1[C:35](=[O:39])[N:36]([CH3:38])[CH3:37].[OH-].[Na+]. Product: [NH2:1][C:2]1[CH:7]=[CH:6][C:5]([C:8]2[CH:9]=[C:10]3[C:16]([CH2:17][C:18]4[CH:19]=[CH:20][C:21]([N:24]([CH3:25])[CH3:26])=[CH:22][CH:23]=4)=[N:15][NH:14][C:11]3=[N:12][CH:13]=2)=[CH:4][C:3]=1[C:35]([N:36]([CH3:37])[CH3:38])=[O:39]. The catalyst class is: 83.